This data is from NCI-60 drug combinations with 297,098 pairs across 59 cell lines. The task is: Regression. Given two drug SMILES strings and cell line genomic features, predict the synergy score measuring deviation from expected non-interaction effect. (1) Drug 1: CC1=C(N=C(N=C1N)C(CC(=O)N)NCC(C(=O)N)N)C(=O)NC(C(C2=CN=CN2)OC3C(C(C(C(O3)CO)O)O)OC4C(C(C(C(O4)CO)O)OC(=O)N)O)C(=O)NC(C)C(C(C)C(=O)NC(C(C)O)C(=O)NCCC5=NC(=CS5)C6=NC(=CS6)C(=O)NCCC[S+](C)C)O. Drug 2: CC(C)NC(=O)C1=CC=C(C=C1)CNNC.Cl. Cell line: EKVX. Synergy scores: CSS=5.77, Synergy_ZIP=-3.72, Synergy_Bliss=-5.74, Synergy_Loewe=-1.04, Synergy_HSA=-5.11. (2) Drug 1: CC1=C2C(C(=O)C3(C(CC4C(C3C(C(C2(C)C)(CC1OC(=O)C(C(C5=CC=CC=C5)NC(=O)OC(C)(C)C)O)O)OC(=O)C6=CC=CC=C6)(CO4)OC(=O)C)OC)C)OC. Drug 2: CC=C1C(=O)NC(C(=O)OC2CC(=O)NC(C(=O)NC(CSSCCC=C2)C(=O)N1)C(C)C)C(C)C. Cell line: DU-145. Synergy scores: CSS=41.8, Synergy_ZIP=-1.55, Synergy_Bliss=-5.43, Synergy_Loewe=-7.68, Synergy_HSA=-2.42. (3) Drug 1: CCC1=CC2CC(C3=C(CN(C2)C1)C4=CC=CC=C4N3)(C5=C(C=C6C(=C5)C78CCN9C7C(C=CC9)(C(C(C8N6C)(C(=O)OC)O)OC(=O)C)CC)OC)C(=O)OC.C(C(C(=O)O)O)(C(=O)O)O. Drug 2: B(C(CC(C)C)NC(=O)C(CC1=CC=CC=C1)NC(=O)C2=NC=CN=C2)(O)O. Cell line: NCI/ADR-RES. Synergy scores: CSS=0.181, Synergy_ZIP=-0.887, Synergy_Bliss=-0.565, Synergy_Loewe=-0.949, Synergy_HSA=-0.988. (4) Cell line: IGROV1. Drug 2: CC1=CC=C(C=C1)C2=CC(=NN2C3=CC=C(C=C3)S(=O)(=O)N)C(F)(F)F. Synergy scores: CSS=21.0, Synergy_ZIP=-7.52, Synergy_Bliss=-2.35, Synergy_Loewe=-10.2, Synergy_HSA=-0.0786. Drug 1: C1=CC(=CC=C1CCC2=CNC3=C2C(=O)NC(=N3)N)C(=O)NC(CCC(=O)O)C(=O)O. (5) Drug 1: C1=NC2=C(N1)C(=S)N=CN2. Drug 2: COCCOC1=C(C=C2C(=C1)C(=NC=N2)NC3=CC=CC(=C3)C#C)OCCOC.Cl. Cell line: A549. Synergy scores: CSS=25.6, Synergy_ZIP=-8.66, Synergy_Bliss=-0.388, Synergy_Loewe=-4.90, Synergy_HSA=1.16. (6) Drug 1: C1=CC=C(C=C1)NC(=O)CCCCCCC(=O)NO. Drug 2: CC(C)CN1C=NC2=C1C3=CC=CC=C3N=C2N. Cell line: OVCAR-5. Synergy scores: CSS=14.6, Synergy_ZIP=-1.45, Synergy_Bliss=2.41, Synergy_Loewe=3.60, Synergy_HSA=3.36. (7) Drug 1: C1C(C(OC1N2C=C(C(=O)NC2=O)F)CO)O. Drug 2: CCC1(CC2CC(C3=C(CCN(C2)C1)C4=CC=CC=C4N3)(C5=C(C=C6C(=C5)C78CCN9C7C(C=CC9)(C(C(C8N6C)(C(=O)OC)O)OC(=O)C)CC)OC)C(=O)OC)O.OS(=O)(=O)O. Cell line: SF-268. Synergy scores: CSS=18.8, Synergy_ZIP=-8.50, Synergy_Bliss=0.520, Synergy_Loewe=-3.91, Synergy_HSA=-0.181. (8) Drug 1: CCC(=C(C1=CC=CC=C1)C2=CC=C(C=C2)OCCN(C)C)C3=CC=CC=C3.C(C(=O)O)C(CC(=O)O)(C(=O)O)O. Drug 2: CN1C2=C(C=C(C=C2)N(CCCl)CCCl)N=C1CCCC(=O)O.Cl. Cell line: NCI/ADR-RES. Synergy scores: CSS=1.05, Synergy_ZIP=-2.55, Synergy_Bliss=-3.10, Synergy_Loewe=-2.93, Synergy_HSA=-2.22. (9) Drug 1: CCN(CC)CCNC(=O)C1=C(NC(=C1C)C=C2C3=C(C=CC(=C3)F)NC2=O)C. Drug 2: C1C(C(OC1N2C=NC3=C2NC=NCC3O)CO)O. Cell line: UACC62. Synergy scores: CSS=0.305, Synergy_ZIP=-1.52, Synergy_Bliss=-4.55, Synergy_Loewe=-4.96, Synergy_HSA=-5.91. (10) Drug 1: CC1OCC2C(O1)C(C(C(O2)OC3C4COC(=O)C4C(C5=CC6=C(C=C35)OCO6)C7=CC(=C(C(=C7)OC)O)OC)O)O. Drug 2: B(C(CC(C)C)NC(=O)C(CC1=CC=CC=C1)NC(=O)C2=NC=CN=C2)(O)O. Cell line: HL-60(TB). Synergy scores: CSS=63.7, Synergy_ZIP=0.676, Synergy_Bliss=3.23, Synergy_Loewe=4.78, Synergy_HSA=4.95.